From a dataset of Catalyst prediction with 721,799 reactions and 888 catalyst types from USPTO. Predict which catalyst facilitates the given reaction. (1) Reactant: [C:1]([C:3]1[CH:39]=[CH:38][C:6]([CH2:7][O:8][NH:9][C:10]([C:12]2[CH:17]=[CH:16][CH:15]=[CH:14][C:13]=2[NH:18][CH2:19][C:20]2[CH:25]=[CH:24][N:23]=[C:22]([NH:26][C:27](=[O:37])[NH:28][CH2:29][CH2:30][O:31]C(=O)C(C)=C)[CH:21]=2)=[O:11])=[CH:5][CH:4]=1)#[N:2].[OH-].[Na+].Cl.O. Product: [C:1]([C:3]1[CH:39]=[CH:38][C:6]([CH2:7][O:8][NH:9][C:10](=[O:11])[C:12]2[CH:17]=[CH:16][CH:15]=[CH:14][C:13]=2[NH:18][CH2:19][C:20]2[CH:25]=[CH:24][N:23]=[C:22]([NH:26][C:27]([NH:28][CH2:29][CH2:30][OH:31])=[O:37])[CH:21]=2)=[CH:5][CH:4]=1)#[N:2]. The catalyst class is: 5. (2) Reactant: [Cl:1][C:2]1[N:3]=[C:4]([C:9]([NH:11][C@H:12]2[CH2:17][CH2:16][N:15]([C:18]3[S:19][C:20]([C:24]([O:26]CC)=[O:25])=[C:21]([CH3:23])[N:22]=3)[CH2:14][C@H:13]2[O:29][CH2:30][CH:31]([F:33])[F:32])=[O:10])[NH:5][C:6]=1[CH2:7][CH3:8].[OH-].[Li+].CO. Product: [Cl:1][C:2]1[N:3]=[C:4]([C:9]([NH:11][C@H:12]2[CH2:17][CH2:16][N:15]([C:18]3[S:19][C:20]([C:24]([OH:26])=[O:25])=[C:21]([CH3:23])[N:22]=3)[CH2:14][C@H:13]2[O:29][CH2:30][CH:31]([F:33])[F:32])=[O:10])[NH:5][C:6]=1[CH2:7][CH3:8]. The catalyst class is: 1.